This data is from Catalyst prediction with 721,799 reactions and 888 catalyst types from USPTO. The task is: Predict which catalyst facilitates the given reaction. (1) Reactant: Br[CH2:2][C:3]([C:5]1[CH:10]=[CH:9][CH:8]=[C:7]([N+:11]([O-:13])=[O:12])[CH:6]=1)=O.[NH2:14][C:15]([NH2:17])=[S:16].C(OCC)(=O)C.C(=O)(O)[O-].[Na+]. Product: [NH2:17][C:15]1[S:16][CH:2]=[C:3]([C:5]2[CH:10]=[CH:9][CH:8]=[C:7]([N+:11]([O-:13])=[O:12])[CH:6]=2)[N:14]=1. The catalyst class is: 8. (2) Reactant: [CH3:1][C:2]1[CH:3]=[N:4][N:5]([CH2:7][C:8]2[CH:24]=[CH:23][C:11]([CH2:12][C:13]3[CH:18]=[CH:17][N:16]=[C:15]([C:19]([O:21]C)=[O:20])[CH:14]=3)=[CH:10][CH:9]=2)[CH:6]=1.C1COCC1.CO.[OH-].[Li+]. Product: [CH3:1][C:2]1[CH:3]=[N:4][N:5]([CH2:7][C:8]2[CH:24]=[CH:23][C:11]([CH2:12][C:13]3[CH:18]=[CH:17][N:16]=[C:15]([C:19]([OH:21])=[O:20])[CH:14]=3)=[CH:10][CH:9]=2)[CH:6]=1. The catalyst class is: 6.